From a dataset of Catalyst prediction with 721,799 reactions and 888 catalyst types from USPTO. Predict which catalyst facilitates the given reaction. (1) Reactant: [CH3:1][O:2][C:3](=[O:38])[C@@H:4]([N:16]1[CH2:21][CH2:20][N:19](S(C2C=CC=CC=2[N+]([O-])=O)(=O)=O)[C@@H:18]([CH2:34][CH:35]=[CH2:36])[C:17]1=[O:37])[CH2:5][C:6]1[CH:15]=[CH:14][C:13]2[C:8](=[CH:9][CH:10]=[CH:11][CH:12]=2)[CH:7]=1.SC1C=CC(O)=CC=1.C(=O)([O-])[O-].[K+].[K+]. Product: [CH3:1][O:2][C:3](=[O:38])[C@@H:4]([N:16]1[CH2:21][CH2:20][NH:19][C@@H:18]([CH2:34][CH:35]=[CH2:36])[C:17]1=[O:37])[CH2:5][C:6]1[CH:15]=[CH:14][C:13]2[C:8](=[CH:9][CH:10]=[CH:11][CH:12]=2)[CH:7]=1. The catalyst class is: 3. (2) Reactant: Br[CH2:2][CH2:3][CH2:4][CH2:5][C:6](Cl)=[O:7].[NH:9]1[C:17]2[C:12](=[CH:13][C:14]([C:18]3[CH:19]=[C:20]([NH2:23])[NH:21][N:22]=3)=[CH:15][CH:16]=2)[CH:11]=[CH:10]1.C(N(C(C)C)CC)(C)C.[NH:33]1[CH2:38][CH2:37][CH2:36][CH2:35][CH2:34]1.[Na+].[I-]. Product: [NH:9]1[C:17]2[C:12](=[CH:13][C:14]([C:18]3[CH:19]=[C:20]([NH:23][C:6](=[O:7])[CH2:5][CH2:4][CH2:3][CH2:2][N:33]4[CH2:38][CH2:37][CH2:36][CH2:35][CH2:34]4)[NH:21][N:22]=3)=[CH:15][CH:16]=2)[CH:11]=[CH:10]1. The catalyst class is: 44. (3) Reactant: C(O[C:9]([N:11]1[CH2:16][CH2:15][N:14]([C:17](=[O:24])[C@H:18]([OH:23])[CH2:19][C:20](=[O:22])[CH3:21])[CH2:13][CH2:12]1)=O)C1C=CC=CC=1.ClC1[C:35]2[C:30](=[CH:31][C:32]([CH3:36])=[CH:33][CH:34]=2)[N:29]=[C:28]([C:37]2[CH:42]=[CH:41][CH:40]=[CH:39][C:38]=2[OH:43])[N:27]=1.C(N(CC)CC)C. Product: [OH:23][C@H:18]([CH2:19][C:20](=[O:22])[CH3:21])[C:17]([N:14]1[CH2:13][CH2:12][N:11]([C:9]2[C:35]3[C:30](=[CH:31][C:32]([CH3:36])=[CH:33][CH:34]=3)[N:29]=[C:28]([C:37]3[CH:42]=[CH:41][CH:40]=[CH:39][C:38]=3[OH:43])[N:27]=2)[CH2:16][CH2:15]1)=[O:24]. The catalyst class is: 43. (4) Reactant: [F:1][C:2]1[CH:23]=[CH:22][C:5]([CH2:6][NH:7][C:8]([C:10]2[N:15]=[C:14]([CH:16]=O)[N:13]=[C:12]([O:18][CH3:19])[C:11]=2[O:20][CH3:21])=[O:9])=[CH:4][CH:3]=1.Cl.[NH2:25][OH:26].C([O-])(=O)C.[Na+]. Product: [F:1][C:2]1[CH:23]=[CH:22][C:5]([CH2:6][NH:7][C:8]([C:10]2[N:15]=[C:14]([CH:16]=[N:25][OH:26])[N:13]=[C:12]([O:18][CH3:19])[C:11]=2[O:20][CH3:21])=[O:9])=[CH:4][CH:3]=1. The catalyst class is: 7. (5) Reactant: [Br:1][C:2]1[CH:7]=[C:6]([Cl:8])[CH:5]=[C:4]([F:9])[C:3]=1[C:10]1[N:11]=[N:12][NH:13][N:14]=1.[C:15]([O-])([O-])=O.[K+].[K+].IC. Product: [Br:1][C:2]1[CH:7]=[C:6]([Cl:8])[CH:5]=[C:4]([F:9])[C:3]=1[C:10]1[N:14]([CH3:15])[N:13]=[N:12][N:11]=1. The catalyst class is: 3. (6) Reactant: Br[C:2]1[N:3]=[C:4]([S:12][C:13]([CH3:16])([CH3:15])[CH3:14])[N:5]2[CH:10]=[CH:9][N:8]=[C:7]([NH2:11])[C:6]=12.[F:17][C:18]1[C:19](B2OC(C)(C)C(C)(C)O2)=[CH:20][CH:21]=[C:22]2[C:27]=1[N:26]=[C:25]([C:28]1[CH:33]=[CH:32][CH:31]=[CH:30][CH:29]=1)[CH:24]=[CH:23]2.[F-].[K+].COCCOC.O.CN(C=O)C. Product: [C:13]([S:12][C:4]1[N:5]2[CH:10]=[CH:9][N:8]=[C:7]([NH2:11])[C:6]2=[C:2]([C:19]2[C:18]([F:17])=[C:27]3[C:22]([CH:23]=[CH:24][C:25]([C:28]4[CH:29]=[CH:30][CH:31]=[CH:32][CH:33]=4)=[N:26]3)=[CH:21][CH:20]=2)[N:3]=1)([CH3:16])([CH3:15])[CH3:14]. The catalyst class is: 73.